From a dataset of Peptide-MHC class II binding affinity with 134,281 pairs from IEDB. Regression. Given a peptide amino acid sequence and an MHC pseudo amino acid sequence, predict their binding affinity value. This is MHC class II binding data. (1) The peptide sequence is NALSVLDKIYTSPLC. The MHC is HLA-DPA10201-DPB11401 with pseudo-sequence HLA-DPA10201-DPB11401. The binding affinity (normalized) is 0.257. (2) The peptide sequence is AFSPEVIPMFSALSEGA. The MHC is DRB1_1501 with pseudo-sequence DRB1_1501. The binding affinity (normalized) is 0.673. (3) The peptide sequence is GQWRGAAGTAAQAAV. The MHC is DRB1_1501 with pseudo-sequence DRB1_1501. The binding affinity (normalized) is 0.210. (4) The peptide sequence is RSLPPIVKDASIQVV. The MHC is HLA-DQA10102-DQB10602 with pseudo-sequence HLA-DQA10102-DQB10602. The binding affinity (normalized) is 0.409.